Dataset: CYP2C19 inhibition data for predicting drug metabolism from PubChem BioAssay. Task: Regression/Classification. Given a drug SMILES string, predict its absorption, distribution, metabolism, or excretion properties. Task type varies by dataset: regression for continuous measurements (e.g., permeability, clearance, half-life) or binary classification for categorical outcomes (e.g., BBB penetration, CYP inhibition). Dataset: cyp2c19_veith. (1) The drug is COc1ccc(C)cc1NC(=O)CCC(=O)Nc1nnc(C(F)(F)F)s1. The result is 0 (non-inhibitor). (2) The molecule is COCCn1c(=O)c(-c2ccc(OC)cc2)nc2cnc(Oc3ccc(OC)cc3)nc21. The result is 0 (non-inhibitor).